Dataset: Full USPTO retrosynthesis dataset with 1.9M reactions from patents (1976-2016). Task: Predict the reactants needed to synthesize the given product. (1) Given the product [F:1][C:2]1[CH:10]=[C:9]2[C:5]([C:6](=[CH:22][C:21]3[NH:20][CH:19]=[C:18]4[C:13](=[O:12])[O:14][CH2:15][CH2:16][C:17]=34)[C:7](=[O:11])[NH:8]2)=[CH:4][CH:3]=1, predict the reactants needed to synthesize it. The reactants are: [F:1][C:2]1[CH:10]=[C:9]2[C:5]([CH2:6][C:7](=[O:11])[NH:8]2)=[CH:4][CH:3]=1.[O:12]=[C:13]1[C:18]2=[CH:19][NH:20][C:21]([CH:22]=O)=[C:17]2[CH2:16][CH2:15][O:14]1. (2) Given the product [Br:1][C:2]1[CH:26]=[N:25][C:5]2[N:6]=[C:7]([NH:12][CH2:13][CH:14]3[CH2:15][N:16]([C:18]([O:20][C:21]([CH3:22])([CH3:23])[CH3:24])=[O:19])[CH2:17]3)[C:8]3[N:9]([CH:27]=[N:11][N:10]=3)[C:4]=2[CH:3]=1, predict the reactants needed to synthesize it. The reactants are: [Br:1][C:2]1[CH:26]=[N:25][C:5]2=[N:6][C:7]([NH:12][CH2:13][CH:14]3[CH2:17][N:16]([C:18]([O:20][C:21]([CH3:24])([CH3:23])[CH3:22])=[O:19])[CH2:15]3)=[C:8]([NH:10][NH2:11])[N:9]=[C:4]2[CH:3]=1.[CH:27](OC)(OC)OC.